This data is from Forward reaction prediction with 1.9M reactions from USPTO patents (1976-2016). The task is: Predict the product of the given reaction. (1) Given the reactants Cl[C:2]1[CH:7]=[CH:6][C:5]([N+:8]([O-:10])=[O:9])=[CH:4][N:3]=1.[CH3:11][NH:12][CH3:13], predict the reaction product. The product is: [CH3:11][N:12]([CH3:13])[C:2]1[CH:7]=[CH:6][C:5]([N+:8]([O-:10])=[O:9])=[CH:4][N:3]=1. (2) The product is: [CH:8]1[C:17]2[C:12](=[CH:13][CH:14]=[CH:15][CH:16]=2)[CH:11]=[C:10]([CH:18]([N:45]([CH2:44][C@@H:36]2[CH2:37][C@H:38]3[C@H:43]([CH2:42][CH2:41][CH2:40][CH2:39]3)[NH:35]2)[C:73]([C:64]2[CH:63]=[C:62]([O:61][CH3:60])[C:67]3[O:68][C:69]([CH3:72])([CH3:71])[O:70][C:66]=3[CH:65]=2)=[O:74])[CH3:19])[N:9]=1. Given the reactants FC(F)(F)C(O)=O.[CH:8]1[C:17]2[C:12](=[CH:13][CH:14]=[CH:15][CH:16]=2)[CH:11]=[C:10]([C:18](=O)[CH3:19])[N:9]=1.C(N(CC)CC)C.C(OC([N:35]1[C@@H:43]2[C@@H:38]([CH2:39][CH2:40][CH2:41][CH2:42]2)[CH2:37][C@H:36]1[CH2:44][NH2:45])=O)(C)(C)C.C(O[BH-](OC(=O)C)OC(=O)C)(=O)C.[Na+].[CH3:60][O:61][C:62]1[C:67]2[O:68][C:69]([CH3:72])([CH3:71])[O:70][C:66]=2[CH:65]=[C:64]([C:73](Cl)=[O:74])[CH:63]=1, predict the reaction product. (3) The product is: [Cl:29][C:19]1[CH:18]=[C:17]([C@@:10]2([CH3:16])[C:11]([CH:13]([CH3:15])[CH3:14])=[CH:12][N:7]([CH2:6][CH2:5][C:4]([OH:31])=[O:3])[C:8](=[O:30])[NH:9]2)[CH:22]=[CH:21][C:20]=1[CH2:23][CH2:24][C:25]([CH3:26])([CH3:28])[CH3:27]. Given the reactants C([O:3][C:4](=[O:31])[CH2:5][CH2:6][N:7]1[CH:12]=[C:11]([CH:13]([CH3:15])[CH3:14])[C@@:10]([C:17]2[CH:22]=[CH:21][C:20]([CH2:23][CH2:24][C:25]([CH3:28])([CH3:27])[CH3:26])=[C:19]([Cl:29])[CH:18]=2)([CH3:16])[NH:9][C:8]1=[O:30])C.[OH-].[Na+], predict the reaction product. (4) The product is: [N:1]1([C:6]2[N:11]=[CH:10][C:9]([CH2:12][C:13]([OH:15])=[O:14])=[CH:8][CH:7]=2)[CH:5]=[N:4][N:3]=[N:2]1. Given the reactants [N:1]1([C:6]2[N:11]=[CH:10][C:9]([CH2:12][C:13]([O:15]CC)=[O:14])=[CH:8][CH:7]=2)[CH:5]=[N:4][N:3]=[N:2]1.[Li+].[OH-].C(O)(=O)CC(CC(O)=O)(C(O)=O)O, predict the reaction product. (5) Given the reactants C([O:4][CH2:5][C:6]1[C:7]([N:27]2[CH2:32][CH2:31][N:30]3[C:33]4[CH2:38][C:37]([CH3:40])([CH3:39])[CH2:36][C:34]=4[CH:35]=[C:29]3[C:28]2=[O:41])=[N:8][CH:9]=[CH:10][C:11]=1[C:12]1[CH:17]=[CH:16][N:15]=[C:14]2[NH:18][C:19]([C:21]3[CH:22]=[N:23][N:24]([CH3:26])[CH:25]=3)=[N:20][C:13]=12)(=O)C.[OH-].[Na+], predict the reaction product. The product is: [OH:4][CH2:5][C:6]1[C:7]([N:27]2[CH2:32][CH2:31][N:30]3[C:33]4[CH2:38][C:37]([CH3:39])([CH3:40])[CH2:36][C:34]=4[CH:35]=[C:29]3[C:28]2=[O:41])=[N:8][CH:9]=[CH:10][C:11]=1[C:12]1[CH:17]=[CH:16][N:15]=[C:14]2[NH:18][C:19]([C:21]3[CH:22]=[N:23][N:24]([CH3:26])[CH:25]=3)=[N:20][C:13]=12.